From a dataset of Forward reaction prediction with 1.9M reactions from USPTO patents (1976-2016). Predict the product of the given reaction. (1) Given the reactants [CH2:1]([O:8][C:9]([N:11]1[CH2:23][CH2:22][C:21]2[C:20]3[C:15](=[CH:16][CH:17]=[CH:18][CH:19]=3)[NH:14][C:13]=2[CH2:12]1)=[O:10])[C:2]1[CH:7]=[CH:6][CH:5]=[CH:4][CH:3]=1.[CH2:24]([O:31][C:32]1[CH:39]=[CH:38][C:35]([CH2:36]Cl)=[CH:34][CH:33]=1)[C:25]1[CH:30]=[CH:29][CH:28]=[CH:27][CH:26]=1.[H-].[Na+].O, predict the reaction product. The product is: [CH2:1]([O:8][C:9]([N:11]1[CH2:23][CH2:22][C:21]2[C:20]3[C:15](=[CH:16][CH:17]=[CH:18][CH:19]=3)[N:14]([CH2:36][C:35]3[CH:38]=[CH:39][C:32]([O:31][CH2:24][C:25]4[CH:30]=[CH:29][CH:28]=[CH:27][CH:26]=4)=[CH:33][CH:34]=3)[C:13]=2[CH2:12]1)=[O:10])[C:2]1[CH:3]=[CH:4][CH:5]=[CH:6][CH:7]=1. (2) The product is: [F:26][C:27]1[CH:28]=[C:29]([CH2:33][CH2:34][N:35]2[C:12](=[O:13])[C:7]3[C:8](=[CH:24][CH:25]=[C:5]([NH:4][C:1](=[O:3])[CH3:2])[CH:6]=3)[N:9]=[C:10]2[C:14]2[CH:19]=[CH:18][CH:17]=[CH:16][C:15]=2[OH:20])[CH:30]=[CH:31][CH:32]=1. Given the reactants [C:1]([NH:4][C:5]1[CH:25]=[CH:24][C:8]2[N:9]=[C:10]([C:14]3[CH:19]=[CH:18][CH:17]=[CH:16][C:15]=3[O:20]C(=O)C)O[C:12](=[O:13])[C:7]=2[CH:6]=1)(=[O:3])[CH3:2].[F:26][C:27]1[CH:28]=[C:29]([CH2:33][CH2:34][NH2:35])[CH:30]=[CH:31][CH:32]=1, predict the reaction product. (3) Given the reactants [CH:1]1[C:13]2[CH:12]([CH2:14][O:15][C:16]([NH:18][C@H:19]([C:25]([O:27][C:28]([CH3:31])([CH3:30])[CH3:29])=[O:26])[CH2:20][CH2:21][C:22]([OH:24])=O)=[O:17])[C:11]3[C:6](=[CH:7][CH:8]=[CH:9][CH:10]=3)[C:5]=2[CH:4]=[CH:3][CH:2]=1.[NH2:32][CH2:33][CH2:34][O:35][CH2:36][CH2:37][O:38][CH2:39][CH2:40][O:41][CH2:42][CH2:43][NH:44][C:45](=[O:51])[O:46][C:47]([CH3:50])([CH3:49])[CH3:48].C(N(CC)C(C)C)(C)C.F[P-](F)(F)(F)(F)F.C[N+](C)=C(N(C)C)ON1C2C=CC=CC=2N=N1, predict the reaction product. The product is: [CH:1]1[C:13]2[CH:12]([CH2:14][O:15][C:16](=[O:17])[NH:18][C@H:19]([C:25]([O:27][C:28]([CH3:29])([CH3:31])[CH3:30])=[O:26])[CH2:20][CH2:21][C:22](=[O:24])[NH:32][CH2:33][CH2:34][O:35][CH2:36][CH2:37][O:38][CH2:39][CH2:40][O:41][CH2:42][CH2:43][NH:44][C:45](=[O:51])[O:46][C:47]([CH3:49])([CH3:48])[CH3:50])[C:11]3[C:6](=[CH:7][CH:8]=[CH:9][CH:10]=3)[C:5]=2[CH:4]=[CH:3][CH:2]=1. (4) Given the reactants [CH2:1]([C:3]1[S:43][C:6]2[N:7]([CH2:24][C:25]3[CH:30]=[CH:29][C:28]([C:31]4[CH:36]=[CH:35][CH:34]=[CH:33][C:32]=4[C:37]4[NH:41][C:40](=[O:42])[O:39][N:38]=4)=[CH:27][CH:26]=3)[C:8](=[O:23])[N:9]([CH2:12][C:13]([C:15]3[CH:20]=[CH:19][C:18]([O:21][CH3:22])=[CH:17][CH:16]=3)=O)[C:10](=[O:11])[C:5]=2[CH:4]=1)[CH3:2].Cl.[NH2:45][O:46][CH:47]([CH3:49])[CH3:48].N1C=CC=CC=1.Cl, predict the reaction product. The product is: [CH2:1]([C:3]1[S:43][C:6]2[N:7]([CH2:24][C:25]3[CH:26]=[CH:27][C:28]([C:31]4[CH:36]=[CH:35][CH:34]=[CH:33][C:32]=4[C:37]4[NH:41][C:40](=[O:42])[O:39][N:38]=4)=[CH:29][CH:30]=3)[C:8](=[O:23])[N:9]([CH2:12][C:13](=[N:45][O:46][CH:47]([CH3:49])[CH3:48])[C:15]3[CH:20]=[CH:19][C:18]([O:21][CH3:22])=[CH:17][CH:16]=3)[C:10](=[O:11])[C:5]=2[CH:4]=1)[CH3:2].